From a dataset of Full USPTO retrosynthesis dataset with 1.9M reactions from patents (1976-2016). Predict the reactants needed to synthesize the given product. (1) Given the product [CH3:10][O:8][C:7]([C:4]1[S:3][C:2]([CH2:1][CH2:24][C:23]2[C:19]([CH2:15][CH2:16][CH2:17][CH3:18])=[N:20][O:21][C:22]=2[CH3:26])=[N:6][CH:5]=1)=[O:9], predict the reactants needed to synthesize it. The reactants are: [CH3:1][C:2]1[S:3][C:4]([C:7]([OH:9])=[O:8])=[CH:5][N:6]=1.[CH2:10]([Li])CCC.[CH2:15]([C:19]1[C:23]([CH2:24]Cl)=[C:22]([CH3:26])[O:21][N:20]=1)[CH2:16][CH2:17][CH3:18]. (2) Given the product [CH3:25][O:24][C:20]1[CH:21]=[C:22]2[C:17](=[CH:18][CH:19]=1)[CH2:16][N:15]([C:11]1[N:10]=[C:9]([NH:8][C:5]3[CH:6]=[CH:7][C:2]([C:34]4[CH:35]=[N:36][N:37]([CH2:39][O:40][CH2:41][CH2:42][Si:43]([CH3:46])([CH3:45])[CH3:44])[CH:38]=4)=[CH:3][CH:4]=3)[CH:14]=[CH:13][N:12]=1)[CH2:23]2, predict the reactants needed to synthesize it. The reactants are: Br[C:2]1[CH:7]=[CH:6][C:5]([NH:8][C:9]2[CH:14]=[CH:13][N:12]=[C:11]([N:15]3[CH2:23][C:22]4[C:17](=[CH:18][CH:19]=[C:20]([O:24][CH3:25])[CH:21]=4)[CH2:16]3)[N:10]=2)=[CH:4][CH:3]=1.CC1(C)C(C)(C)OB([C:34]2[CH:35]=[N:36][N:37]([CH2:39][O:40][CH2:41][CH2:42][Si:43]([CH3:46])([CH3:45])[CH3:44])[CH:38]=2)O1.C([O-])([O-])=O.[K+].[K+]. (3) Given the product [Br:27][C:18]1[C:17]2[C:26]3=[C:25]4[C:14](=[CH:15][CH:16]=2)[CH:13]=[CH:12][C:11]([C:2]2[CH:3]=[CH:4][C:5]5[C:10](=[CH:9][CH:8]=[CH:7][CH:6]=5)[CH:1]=2)=[C:24]4[CH:23]=[CH:22][C:21]3=[CH:20][CH:19]=1, predict the reactants needed to synthesize it. The reactants are: [CH:1]1[C:10]2[C:5](=[CH:6][CH:7]=[CH:8][CH:9]=2)[CH:4]=[CH:3][C:2]=1[C:11]1[C:24]2[C:25]3=[C:26]4[C:21](=[CH:22][CH:23]=2)[CH:20]=[CH:19][CH:18]=[C:17]4[CH:16]=[CH:15][C:14]3=[CH:13][CH:12]=1.[Br:27]N1C(=O)CCC1=O.CN(C)C=O. (4) Given the product [CH3:9][C:10]1([CH3:12])[O:4][C:3]2[CH:5]=[CH:6][CH:7]=[CH:8][C:1]=2[O:2]1, predict the reactants needed to synthesize it. The reactants are: [C:1]1([C:3](=[CH:5][CH:6]=[CH:7][CH:8]=1)[OH:4])[OH:2].[CH3:9][C:10]([CH3:12])=O. (5) Given the product [CH3:35][O:36][C:37]1[CH:42]=[CH:41][CH:40]=[CH:39][C:38]=1[C:43]([N:45]=[C:46]=[S:47])=[O:44].[CH3:12][O:13][C:14]1[CH:15]=[C:16]2[C:21](=[CH:22][C:23]=1[O:24][CH3:25])[N:20]=[CH:19][CH:18]=[C:17]2[O:26][C:27]1[CH:33]=[CH:32][C:30]([NH:31][C:46]([NH:45][C:43](=[O:44])[C:38]2[CH:39]=[CH:40][CH:41]=[CH:42][C:37]=2[O:36][CH3:35])=[S:47])=[C:29]([F:34])[CH:28]=1, predict the reactants needed to synthesize it. The reactants are: COC1C=CC=CC=1C(Cl)=O.[CH3:12][O:13][C:14]1[CH:15]=[C:16]2[C:21](=[CH:22][C:23]=1[O:24][CH3:25])[N:20]=[CH:19][CH:18]=[C:17]2[O:26][C:27]1[CH:33]=[CH:32][C:30]([NH2:31])=[C:29]([F:34])[CH:28]=1.[CH3:35][O:36][C:37]1[CH:42]=[CH:41][CH:40]=[CH:39][C:38]=1[C:43]([N:45]=[C:46]=[S:47])=[O:44]. (6) Given the product [Br:14][C:15]1[CH:20]=[CH:19][C:18]([C:1]2[C:10]3[C:5](=[CH:6][CH:7]=[CH:8][CH:9]=3)[CH:4]=[CH:3][CH:2]=2)=[CH:17][CH:16]=1, predict the reactants needed to synthesize it. The reactants are: [C:1]1(B(O)O)[C:10]2[C:5](=[CH:6][CH:7]=[CH:8][CH:9]=2)[CH:4]=[CH:3][CH:2]=1.[Br:14][C:15]1[CH:20]=[CH:19][C:18](I)=[CH:17][CH:16]=1.C(=O)([O-])[O-].[Na+].[Na+]. (7) Given the product [Cl:1][C:2]1[CH:3]=[C:4]2[C:8](=[CH:9][CH:10]=1)[N:7]([C:11]1[N:15]([CH3:16])[N:14]=[C:13]([CH3:17])[C:12]=1/[CH:18]=[CH:19]/[C:20]([NH:22][S:23]([N:26]1[CH2:27][CH2:28][CH:29]([OH:32])[CH2:30][CH2:31]1)(=[O:25])=[O:24])=[O:21])[CH:6]=[CH:5]2, predict the reactants needed to synthesize it. The reactants are: [Cl:1][C:2]1[CH:3]=[C:4]2[C:8](=[CH:9][CH:10]=1)[N:7]([C:11]1[N:15]([CH3:16])[N:14]=[C:13]([CH3:17])[C:12]=1/[CH:18]=[CH:19]/[C:20]([NH:22][S:23]([N:26]1[CH2:31][CH2:30][C:29](=[O:32])[CH2:28][CH2:27]1)(=[O:25])=[O:24])=[O:21])[CH:6]=[CH:5]2.O1CCCC1.CO.[BH4-].[Na+]. (8) The reactants are: [C:1]([O:5][C:6]([NH:8][CH:9]([C:31]1[CH:36]=[CH:35][CH:34]=[CH:33][CH:32]=1)[C:10]([NH:12][CH:13]([C:25]1[CH:30]=[CH:29][CH:28]=[CH:27][CH:26]=1)[C:14]([O:16][C@@H:17]1[CH:22]2[CH2:23][CH2:24][N:19]([CH2:20][CH2:21]2)[CH2:18]1)=[O:15])=[O:11])=[O:7])([CH3:4])([CH3:3])[CH3:2].[Cl:37][CH2:38][C:39]([C:41]1[CH:46]=[CH:45][CH:44]=[CH:43][CH:42]=1)=[O:40]. Given the product [Cl-:37].[C:1]([O:5][C:6]([NH:8][CH:9]([C:31]1[CH:36]=[CH:35][CH:34]=[CH:33][CH:32]=1)[C:10]([NH:12][CH:13]([C:25]1[CH:26]=[CH:27][CH:28]=[CH:29][CH:30]=1)[C:14]([O:16][C@@H:17]1[CH:22]2[CH2:21][CH2:20][N+:19]([CH2:38][C:39](=[O:40])[C:41]3[CH:46]=[CH:45][CH:44]=[CH:43][CH:42]=3)([CH2:24][CH2:23]2)[CH2:18]1)=[O:15])=[O:11])=[O:7])([CH3:4])([CH3:2])[CH3:3], predict the reactants needed to synthesize it. (9) Given the product [C:2]([O:6][C:7]([N:9]1[CH2:14][CH2:13][CH:12]([C:15](=[O:22])[CH:16]([C:17]([O:19][CH2:20][CH3:21])=[O:18])[CH2:24][CH2:25][C:26]2[CH:31]=[CH:30][C:29]([S:32][CH3:33])=[CH:28][CH:27]=2)[CH2:11][CH2:10]1)=[O:8])([CH3:4])([CH3:5])[CH3:3], predict the reactants needed to synthesize it. The reactants are: [Na].[C:2]([O:6][C:7]([N:9]1[CH2:14][CH2:13][CH:12]([C:15](=[O:22])[CH2:16][C:17]([O:19][CH2:20][CH3:21])=[O:18])[CH2:11][CH2:10]1)=[O:8])([CH3:5])([CH3:4])[CH3:3].Br[CH2:24][CH2:25][C:26]1[CH:31]=[CH:30][C:29]([S:32][CH3:33])=[CH:28][CH:27]=1. (10) Given the product [OH:38][CH:37]([C:39]1[CH:44]=[CH:43][C:42]([OH:45])=[CH:41][CH:40]=1)[CH2:36][NH:35][C:16]([C@@H:9]1[CH2:10][C:11](=[N:13][O:14][CH3:15])[CH2:12][N:8]1[C:6]([C:29]1[CH:28]=[CH:27][C:26]([C:21]2[CH:22]=[CH:23][CH:24]=[CH:25][C:20]=2[CH3:19])=[CH:31][CH:30]=1)=[O:7])=[O:18], predict the reactants needed to synthesize it. The reactants are: C(O[C:6]([N:8]1[CH2:12][C:11](=[N:13][O:14][CH3:15])[CH2:10][C@H:9]1[C:16]([OH:18])=O)=[O:7])(C)(C)C.[CH3:19][C:20]1[CH:25]=[CH:24][CH:23]=[CH:22][C:21]=1[C:26]1[CH:31]=[CH:30][C:29](C(O)=O)=[CH:28][CH:27]=1.[NH2:35][CH2:36][CH:37]([C:39]1[CH:44]=[CH:43][C:42]([OH:45])=[CH:41][CH:40]=1)[OH:38].